From a dataset of Full USPTO retrosynthesis dataset with 1.9M reactions from patents (1976-2016). Predict the reactants needed to synthesize the given product. (1) Given the product [CH2:41]([O:48][C:49]([C:50]([CH3:53])([CH3:54])[CH2:51][O:52][C:22]([NH:19][C:20]1[CH:21]=[CH:9][CH:10]=[CH:2][C:3]=1[C:4]([OH:6])=[O:5])=[O:31])=[O:55])[C:42]1[CH:47]=[CH:46][CH:45]=[CH:44][CH:43]=1, predict the reactants needed to synthesize it. The reactants are: C(OC(C)(C)C)(=O)[C:2]1[C:3](=CC=[CH:9][CH:10]=1)[C:4]([O-:6])=[O:5].C([N:19]([CH2:22]C)[CH2:20][CH3:21])C.C1(P(N=[N+]=[N-])(C2C=CC=CC=2)=[O:31])C=CC=CC=1.[CH2:41]([O:48][C:49](=[O:55])[C:50]([CH3:54])([CH3:53])[CH2:51][OH:52])[C:42]1[CH:47]=[CH:46][CH:45]=[CH:44][CH:43]=1. (2) Given the product [CH:58]1([N:54]2[CH2:55][CH2:56][CH2:57][N:51]([C:49]([CH:47]3[CH2:46][N:45]([C:8]([C:5]4[CH:6]=[N:7][C:2]([CH3:1])=[N:3][CH:4]=4)=[O:10])[CH2:48]3)=[O:50])[CH2:52][CH2:53]2)[CH2:61][CH2:60][CH2:59]1, predict the reactants needed to synthesize it. The reactants are: [CH3:1][C:2]1[N:7]=[CH:6][C:5]([C:8]([OH:10])=O)=[CH:4][N:3]=1.C1C=CC2N(O)N=NC=2C=1.CN(C(ON1N=NC2C=CC=CC1=2)=[N+](C)C)C.F[P-](F)(F)(F)(F)F.[NH:45]1[CH2:48][CH:47]([C:49]([N:51]2[CH2:57][CH2:56][CH2:55][N:54]([CH:58]3[CH2:61][CH2:60][CH2:59]3)[CH2:53][CH2:52]2)=[O:50])[CH2:46]1. (3) Given the product [CH2:29]([N:31]([CH2:32][CH2:33][C:34]1[N:35]=[CH:36][NH:37][CH:38]=1)[C:16](=[O:18])[NH:15][C@@H:10]([CH2:9][C:6]1[CH:5]=[CH:4][C:3]([O:2][CH3:1])=[CH:8][CH:7]=1)[C:11]([O:13][CH3:14])=[O:12])[CH3:30], predict the reactants needed to synthesize it. The reactants are: [CH3:1][O:2][C:3]1[CH:8]=[CH:7][C:6]([CH2:9][C@H:10]([NH:15][C:16]([O:18]C2C=CC([N+]([O-])=O)=CC=2)=O)[C:11]([O:13][CH3:14])=[O:12])=[CH:5][CH:4]=1.Cl.[CH2:29]([NH:31][CH2:32][CH2:33][C:34]1[N:35]=[CH:36][NH:37][CH:38]=1)[CH3:30].C(N(C(C)C)CC)(C)C.C1(C)C=CC=CC=1. (4) Given the product [F:16][C:17]1[CH:22]=[CH:21][CH:20]=[C:19]([N:13]2[CH:14]=[C:10]([C:9]#[C:8][C:6]3[CH:5]=[CH:4][N:3]=[C:2]([Cl:1])[CH:7]=3)[N:11]=[C:12]2[CH3:15])[N:18]=1, predict the reactants needed to synthesize it. The reactants are: [Cl:1][C:2]1[CH:7]=[C:6]([C:8]#[C:9][C:10]2[N:11]=[C:12]([CH3:15])[NH:13][CH:14]=2)[CH:5]=[CH:4][N:3]=1.[F:16][C:17]1[CH:22]=[CH:21][CH:20]=[C:19](F)[N:18]=1. (5) Given the product [I:16][C:12]1[CH:11]=[C:10]([CH:8]2[O:7][N:6]=[C:5]([C:3]3[N:33]=[C:32]([CH:29]4[CH2:30][CH2:31][N:26]([C:24](=[O:25])[CH2:23][N:22]5[C:18]([CH3:17])=[CH:19][C:20]([C:35]([F:38])([F:37])[F:36])=[N:21]5)[CH2:27][CH2:28]4)[S:34][CH:2]=3)[CH2:9]2)[CH:15]=[CH:14][CH:13]=1, predict the reactants needed to synthesize it. The reactants are: Cl[CH2:2][C:3]([C:5]1[CH2:9][CH:8]([C:10]2[CH:15]=[CH:14][CH:13]=[C:12]([I:16])[CH:11]=2)[O:7][N:6]=1)=O.[CH3:17][C:18]1[N:22]([CH2:23][C:24]([N:26]2[CH2:31][CH2:30][CH:29]([C:32](=[S:34])[NH2:33])[CH2:28][CH2:27]2)=[O:25])[N:21]=[C:20]([C:35]([F:38])([F:37])[F:36])[CH:19]=1. (6) Given the product [Br:1][C:2]1[C:11]2[C:6](=[CH:7][CH:8]=[CH:9][CH:10]=2)[CH:5]=[CH:4][C:3]=1[O:12][CH3:13], predict the reactants needed to synthesize it. The reactants are: [Br:1][C:2]1[C:11]2[C:6](=[CH:7][CH:8]=[CH:9][CH:10]=2)[CH:5]=[CH:4][C:3]=1[OH:12].[C:13]([O-])([O-])=O.[K+].[K+].CI. (7) Given the product [CH:1]1([N:6]2[C:7]3[N:8]=[C:9]([S:15][CH3:16])[N:10]=[CH:11][C:12]=3[CH:13]=[CH:19][C:20]2=[O:21])[CH2:5][CH2:4][CH2:3][CH2:2]1, predict the reactants needed to synthesize it. The reactants are: [CH:1]1([NH:6][C:7]2[C:12]([CH:13]=O)=[CH:11][N:10]=[C:9]([S:15][CH3:16])[N:8]=2)[CH2:5][CH2:4][CH2:3][CH2:2]1.C([CH2:19][C:20](O)=[O:21])#N.C(N)C1C=CC=CC=1.